This data is from Reaction yield outcomes from USPTO patents with 853,638 reactions. The task is: Predict the reaction yield, written as a fraction of the theoretical maximum amount of product (1.0 means a 100% yield; for example, 0.34 means a 34% yield). (1) The reactants are [C:1]([O:5][C:6]([N:8]1[CH2:12][CH2:11][C:10]2([CH2:16][CH2:15][N:14]([C:17]3[CH:18]=[N:19][C:20]([O:27][C:28]4[CH:33]=[CH:32][C:31]([O:34][C:35]5[CH:40]=[CH:39][CH:38]=[CH:37][CH:36]=5)=[CH:30][CH:29]=4)=[C:21]([C:23]([O:25]C)=O)[CH:22]=3)[CH2:13]2)[CH2:9]1)=[O:7])([CH3:4])([CH3:3])[CH3:2].[NH3:41]. No catalyst specified. The product is [C:1]([O:5][C:6]([N:8]1[CH2:12][CH2:11][C:10]2([CH2:16][CH2:15][N:14]([C:17]3[CH:18]=[N:19][C:20]([O:27][C:28]4[CH:33]=[CH:32][C:31]([O:34][C:35]5[CH:36]=[CH:37][CH:38]=[CH:39][CH:40]=5)=[CH:30][CH:29]=4)=[C:21]([C:23](=[O:25])[NH2:41])[CH:22]=3)[CH2:13]2)[CH2:9]1)=[O:7])([CH3:2])([CH3:4])[CH3:3]. The yield is 0.417. (2) The yield is 0.840. No catalyst specified. The product is [NH:14]1[C:5]([C:10]2[CH:9]=[C:21]([NH:22][C:23]([C:3]3[CH:2]=[CH:1][C:10]4[C:5](=[CH:6][CH:7]=[CH:8][CH:9]=4)[CH:4]=3)=[O:24])[CH:3]=[CH:2][CH:1]=2)=[N:19][N:16]=[N:15]1. The reactants are [C:1]1(C(N)=O)[C:10]2[C:5](=[CH:6][CH:7]=[CH:8][CH:9]=2)[CH:4]=[CH:3][CH:2]=1.[N-:14]=[N+:15]=[N-:16].[Na+].[Cl-].[NH4+:19].O.[CH3:21][N:22](C)[CH:23]=[O:24].